From a dataset of NCI-60 drug combinations with 297,098 pairs across 59 cell lines. Regression. Given two drug SMILES strings and cell line genomic features, predict the synergy score measuring deviation from expected non-interaction effect. (1) Drug 1: C1CN1C2=NC(=NC(=N2)N3CC3)N4CC4. Drug 2: CN(CC1=CN=C2C(=N1)C(=NC(=N2)N)N)C3=CC=C(C=C3)C(=O)NC(CCC(=O)O)C(=O)O. Cell line: SF-539. Synergy scores: CSS=24.8, Synergy_ZIP=-9.02, Synergy_Bliss=-9.29, Synergy_Loewe=-16.2, Synergy_HSA=-4.91. (2) Drug 1: CS(=O)(=O)CCNCC1=CC=C(O1)C2=CC3=C(C=C2)N=CN=C3NC4=CC(=C(C=C4)OCC5=CC(=CC=C5)F)Cl. Drug 2: CN(C(=O)NC(C=O)C(C(C(CO)O)O)O)N=O. Cell line: U251. Synergy scores: CSS=5.66, Synergy_ZIP=-2.39, Synergy_Bliss=-3.52, Synergy_Loewe=0.0200, Synergy_HSA=-1.53. (3) Drug 1: CC1C(C(=O)NC(C(=O)N2CCCC2C(=O)N(CC(=O)N(C(C(=O)O1)C(C)C)C)C)C(C)C)NC(=O)C3=C4C(=C(C=C3)C)OC5=C(C(=O)C(=C(C5=N4)C(=O)NC6C(OC(=O)C(N(C(=O)CN(C(=O)C7CCCN7C(=O)C(NC6=O)C(C)C)C)C)C(C)C)C)N)C. Drug 2: CC1CCCC2(C(O2)CC(NC(=O)CC(C(C(=O)C(C1O)C)(C)C)O)C(=CC3=CSC(=N3)C)C)C. Cell line: TK-10. Synergy scores: CSS=38.4, Synergy_ZIP=-0.0660, Synergy_Bliss=0.647, Synergy_Loewe=0.764, Synergy_HSA=3.48. (4) Drug 1: CC(CN1CC(=O)NC(=O)C1)N2CC(=O)NC(=O)C2. Drug 2: C(CN)CNCCSP(=O)(O)O. Cell line: COLO 205. Synergy scores: CSS=56.5, Synergy_ZIP=0.245, Synergy_Bliss=0.762, Synergy_Loewe=-17.7, Synergy_HSA=1.04.